Dataset: Reaction yield outcomes from USPTO patents with 853,638 reactions. Task: Predict the reaction yield, written as a fraction of the theoretical maximum amount of product (1.0 means a 100% yield; for example, 0.34 means a 34% yield). The reactants are [CH:1]1([CH:6]([NH:17][C:18]2[CH:26]=[CH:25][C:21]([C:22](O)=[O:23])=[CH:20][CH:19]=2)[C:7]2[S:8][C:9]3[CH:16]=[CH:15][CH:14]=[CH:13][C:10]=3[C:11]=2[CH3:12])[CH2:5][CH2:4][CH2:3][CH2:2]1.[CH3:27][NH:28][CH2:29][CH2:30][C:31]([O:33][CH2:34][CH3:35])=[O:32].O.ON1C2C=CC=CC=2N=N1.Cl.C(N=C=NCCCN(C)C)C.[Cl-].[NH4+]. The catalyst is CN(C)C=O.C(N(CC)CC)C. The product is [CH:1]1([CH:6]([NH:17][C:18]2[CH:26]=[CH:25][C:21]([C:22]([N:28]([CH3:27])[CH2:29][CH2:30][C:31]([O:33][CH2:34][CH3:35])=[O:32])=[O:23])=[CH:20][CH:19]=2)[C:7]2[S:8][C:9]3[CH:16]=[CH:15][CH:14]=[CH:13][C:10]=3[C:11]=2[CH3:12])[CH2:5][CH2:4][CH2:3][CH2:2]1. The yield is 0.580.